This data is from Forward reaction prediction with 1.9M reactions from USPTO patents (1976-2016). The task is: Predict the product of the given reaction. (1) Given the reactants [C:1]([Si:5]([O:18][CH2:19][C@H:20]1[C@H:28]2[C@@:24]([CH3:30])([C:25]([CH3:29])=[CH:26][CH2:27]2)[CH2:23][CH2:22][C@@H:21]1[C@@:31]1([CH3:54])[CH2:36][CH2:35][C@H:34]([O:37][Si](C(C)(C)C)(C)C)[CH2:33][C@@H:32]1[CH2:45][O:46][Si](C(C)(C)C)(C)C)([C:12]1[CH:17]=[CH:16][CH:15]=[CH:14][CH:13]=1)[C:6]1[CH:11]=[CH:10][CH:9]=[CH:8][CH:7]=1)([CH3:4])([CH3:3])[CH3:2].O.CC(C)=O, predict the reaction product. The product is: [Si:5]([O:18][CH2:19][C@H:20]1[C@H:28]2[C@@:24]([CH3:30])([C:25]([CH3:29])=[CH:26][CH2:27]2)[CH2:23][CH2:22][C@@H:21]1[C@@:31]1([CH3:54])[CH2:36][CH2:35][C@H:34]([OH:37])[CH2:33][C@@H:32]1[CH2:45][OH:46])([C:1]([CH3:2])([CH3:3])[CH3:4])([C:12]1[CH:17]=[CH:16][CH:15]=[CH:14][CH:13]=1)[C:6]1[CH:7]=[CH:8][CH:9]=[CH:10][CH:11]=1. (2) Given the reactants [Cl:1][C:2]1[CH:3]=[CH:4][C:5]([N+:26]([O-])=O)=[C:6]([CH:25]=1)[C:7]([NH:9][C:10]1[CH:14]=[CH:13][N:12]([C:15]2[CH:20]=[CH:19][CH:18]=[C:17]([C:21]([F:24])([F:23])[F:22])[CH:16]=2)[N:11]=1)=[O:8], predict the reaction product. The product is: [NH2:26][C:5]1[CH:4]=[CH:3][C:2]([Cl:1])=[CH:25][C:6]=1[C:7]([NH:9][C:10]1[CH:14]=[CH:13][N:12]([C:15]2[CH:20]=[CH:19][CH:18]=[C:17]([C:21]([F:23])([F:24])[F:22])[CH:16]=2)[N:11]=1)=[O:8].